From a dataset of Reaction yield outcomes from USPTO patents with 853,638 reactions. Predict the reaction yield, written as a fraction of the theoretical maximum amount of product (1.0 means a 100% yield; for example, 0.34 means a 34% yield). (1) The reactants are [CH2:1]([O:3][C:4](=[O:17])[C:5]1[CH:10]=[C:9]([C:11]([CH3:14])([CH3:13])[CH3:12])[N:8]=[C:7]([Br:15])[C:6]=1[OH:16])[CH3:2].[CH:18](N(CC)C(C)C)(C)C.C[Si](C=[N+]=[N-])(C)C. The catalyst is C(#N)C.CO. The product is [CH2:1]([O:3][C:4](=[O:17])[C:5]1[CH:10]=[C:9]([C:11]([CH3:12])([CH3:13])[CH3:14])[N:8]=[C:7]([Br:15])[C:6]=1[O:16][CH3:18])[CH3:2]. The yield is 0.930. (2) The reactants are [CH3:1][C:2](=[CH2:16])[CH2:3][CH2:4][O:5][C:6]1[CH:7]=[C:8]([NH:12][C:13](=[O:15])[CH3:14])[CH:9]=[CH:10][CH:11]=1.[Al+3].[Cl-].[Cl-].[Cl-].O. The catalyst is FC1C=CC=CC=1. The product is [CH3:16][C:2]1([CH3:1])[C:11]2[C:6](=[CH:7][C:8]([NH:12][C:13](=[O:15])[CH3:14])=[CH:9][CH:10]=2)[O:5][CH2:4][CH2:3]1. The yield is 0.540.